This data is from Forward reaction prediction with 1.9M reactions from USPTO patents (1976-2016). The task is: Predict the product of the given reaction. (1) Given the reactants [N+:1]([C:4]1[N:9]=[CH:8][C:7]2[CH:10]=[CH:11][O:12][C:6]=2[C:5]=1[O:13][CH2:14][C:15]1[CH:20]=[CH:19][C:18]([NH:21][C:22]([C:24]2[C:25](=[O:37])[N:26]([C:30]3[CH:35]=[CH:34][C:33]([F:36])=[CH:32][CH:31]=3)[CH:27]=[CH:28][CH:29]=2)=[O:23])=[CH:17][CH:16]=1)([O-])=O.CCO.[NH4+].[Cl-], predict the reaction product. The product is: [NH2:1][C:4]1[N:9]=[CH:8][C:7]2[CH:10]=[CH:11][O:12][C:6]=2[C:5]=1[O:13][CH2:14][C:15]1[CH:16]=[CH:17][C:18]([NH:21][C:22]([C:24]2[C:25](=[O:37])[N:26]([C:30]3[CH:31]=[CH:32][C:33]([F:36])=[CH:34][CH:35]=3)[CH:27]=[CH:28][CH:29]=2)=[O:23])=[CH:19][CH:20]=1. (2) Given the reactants [C:1](O[BH-](OC(=O)C)OC(=O)C)(=O)C.[Na+].[Cl:15][C:16]1[C:21]([NH:22][C:23]2[C:32]3[C:27](=[CH:28][C:29]([O:40][CH:41]([CH3:43])[CH3:42])=[CH:30][C:31]=3[O:33][CH:34]3[CH2:39][CH2:38][NH:37][CH2:36][CH2:35]3)[N:26]=[CH:25][N:24]=2)=[C:20]2[O:44][CH2:45][O:46][C:19]2=[CH:18][CH:17]=1.C=O.C(O)(=O)C, predict the reaction product. The product is: [Cl:15][C:16]1[C:21]([NH:22][C:23]2[C:32]3[C:27](=[CH:28][C:29]([O:40][CH:41]([CH3:42])[CH3:43])=[CH:30][C:31]=3[O:33][CH:34]3[CH2:35][CH2:36][N:37]([CH3:1])[CH2:38][CH2:39]3)[N:26]=[CH:25][N:24]=2)=[C:20]2[O:44][CH2:45][O:46][C:19]2=[CH:18][CH:17]=1. (3) Given the reactants [CH2:1]([O:3][C:4]([CH2:6][O:7][C:8]1[CH:30]=[CH:29][C:11]2[CH2:12][CH2:13][CH2:14][C@H:15]([NH:17][CH2:18][C@H:19]([OH:28])[CH2:20][O:21][C:22]3[CH:27]=[CH:26][CH:25]=[CH:24][CH:23]=3)[CH2:16][C:10]=2[CH:9]=1)=[O:5])[CH3:2].[ClH:31], predict the reaction product. The product is: [ClH:31].[CH2:1]([O:3][C:4]([CH2:6][O:7][C:8]1[CH:30]=[CH:29][C:11]2[CH2:12][CH2:13][CH2:14][C@H:15]([NH:17][CH2:18][C@H:19]([OH:28])[CH2:20][O:21][C:22]3[CH:27]=[CH:26][CH:25]=[CH:24][CH:23]=3)[CH2:16][C:10]=2[CH:9]=1)=[O:5])[CH3:2]. (4) Given the reactants [C:1](Cl)(=[O:8])[C:2]1[CH:7]=[CH:6][CH:5]=[CH:4][CH:3]=1.[Cl:10][C:11]1[CH:33]=[C:32]([Cl:34])[CH:31]=[CH:30][C:12]=1[CH2:13][NH:14][C:15]1[N:20]2[N:21]=[CH:22][CH:23]=[C:19]2[N:18]=[C:17]([N:24]2[CH2:29][CH2:28][NH:27][CH2:26][CH2:25]2)[CH:16]=1.C(OCC)(=O)C, predict the reaction product. The product is: [Cl:10][C:11]1[CH:33]=[C:32]([Cl:34])[CH:31]=[CH:30][C:12]=1[CH2:13][NH:14][C:15]1[N:20]2[N:21]=[CH:22][CH:23]=[C:19]2[N:18]=[C:17]([N:24]2[CH2:25][CH2:26][N:27]([C:1]([C:2]3[CH:7]=[CH:6][CH:5]=[CH:4][CH:3]=3)=[O:8])[CH2:28][CH2:29]2)[CH:16]=1. (5) Given the reactants [H-].[Na+].[C:3]([O:7][C:8]([N:10]1[CH2:15][CH2:14][CH:13]([C:16]2[CH:21]=[CH:20][C:19]([NH2:22])=[C:18]([S:23]([CH3:26])(=[O:25])=[O:24])[CH:17]=2)[CH2:12][CH2:11]1)=[O:9])([CH3:6])([CH3:5])[CH3:4].[F:27][C:28]1[CH:41]=[CH:40][C:31]2[S:32][C:33]([S:36]([Cl:39])(=[O:38])=[O:37])=[C:34]([CH3:35])[C:30]=2[CH:29]=1, predict the reaction product. The product is: [C:3]([O:7][C:8]([N:10]1[CH2:15][CH2:14][CH:13]([C:16]2[CH:21]=[CH:20][C:19]([NH:22][S:36]([C:33]3[S:32][C:31]4[CH:40]=[CH:41][C:28]([F:27])=[CH:29][C:30]=4[C:34]=3[CH3:35])(=[O:38])=[O:37])=[C:18]([S:23]([CH3:26])(=[O:25])=[O:24])[CH:17]=2)[CH2:12][CH2:11]1)=[O:9])([CH3:6])([CH3:5])[CH3:4].[CH3:35][C:34]1[C:30]2[CH:29]=[CH:28][CH:41]=[CH:40][C:31]=2[S:32][C:33]=1[S:36]([Cl:39])(=[O:37])=[O:38]. (6) The product is: [CH3:1][O:2][C:3](=[O:26])[CH2:4][C:5]1[CH:10]=[CH:9][CH:8]=[C:7]([O:11][C:12]2[CH:17]=[CH:16][C:15]([C:18]([F:20])([F:19])[F:21])=[CH:14][C:13]=2[CH2:22][N:23]([CH2:24][CH3:25])[S:37]([C:28]2[CH:29]=[CH:30][C:31]3[C:36](=[CH:35][CH:34]=[CH:33][CH:32]=3)[CH:27]=2)(=[O:39])=[O:38])[CH:6]=1. Given the reactants [CH3:1][O:2][C:3](=[O:26])[CH2:4][C:5]1[CH:10]=[CH:9][CH:8]=[C:7]([O:11][C:12]2[CH:17]=[CH:16][C:15]([C:18]([F:21])([F:20])[F:19])=[CH:14][C:13]=2[CH2:22][NH:23][CH2:24][CH3:25])[CH:6]=1.[CH:27]1[C:36]2[C:31](=[CH:32][CH:33]=[CH:34][CH:35]=2)[CH:30]=[CH:29][C:28]=1[S:37](Cl)(=[O:39])=[O:38], predict the reaction product. (7) Given the reactants [C:1]1([OH:7])[CH:6]=[CH:5][CH:4]=[CH:3][CH:2]=1.C(=O)([O-])[O-].[K+].[K+].Br[CH2:15][CH2:16][O:17][CH2:18][CH2:19][O:20][CH3:21], predict the reaction product. The product is: [CH3:21][O:20][CH2:19][CH2:18][O:17][CH2:16][CH2:15][O:7][C:1]1[CH:6]=[CH:5][CH:4]=[CH:3][CH:2]=1. (8) Given the reactants [NH2:1][C:2]1[C:7]2=[CH:8][CH:9]=[C:10]([C:11]3(O)[C@H:15]([O:16][CH2:17][C:18]4[CH:23]=[CH:22][CH:21]=[CH:20][CH:19]=4)[C@H:14]([O:24][CH2:25][C:26]4[CH:31]=[CH:30][CH:29]=[CH:28][CH:27]=4)[C@@H:13]([CH2:32][O:33][CH2:34][C:35]4[CH:40]=[CH:39][CH:38]=[CH:37][CH:36]=4)[O:12]3)[N:6]2[N:5]=[CH:4][N:3]=1.[Si](OS(C(F)(F)F)(=O)=O)(C)(C)C.[Si]([C:58]#[N:59])(C)(C)C, predict the reaction product. The product is: [NH2:1][C:2]1[C:7]2=[CH:8][CH:9]=[C:10]([C@@:11]3([C:58]#[N:59])[C@H:15]([O:16][CH2:17][C:18]4[CH:23]=[CH:22][CH:21]=[CH:20][CH:19]=4)[C@H:14]([O:24][CH2:25][C:26]4[CH:27]=[CH:28][CH:29]=[CH:30][CH:31]=4)[C@@H:13]([CH2:32][O:33][CH2:34][C:35]4[CH:40]=[CH:39][CH:38]=[CH:37][CH:36]=4)[O:12]3)[N:6]2[N:5]=[CH:4][N:3]=1. (9) The product is: [CH2:5]([O:4][CH2:3][CH2:2][S:12]([OH:15])(=[O:14])=[O:13])[C:6]1[CH:11]=[CH:10][CH:9]=[CH:8][CH:7]=1. Given the reactants Br[CH2:2][CH2:3][O:4][CH2:5][C:6]1[CH:11]=[CH:10][CH:9]=[CH:8][CH:7]=1.[S:12]([O-])([O-:15])(=[O:14])=[O:13].[Na+].[Na+].Cl, predict the reaction product.